Dataset: TCR-epitope binding with 47,182 pairs between 192 epitopes and 23,139 TCRs. Task: Binary Classification. Given a T-cell receptor sequence (or CDR3 region) and an epitope sequence, predict whether binding occurs between them. (1) The epitope is AMFWSVPTV. The TCR CDR3 sequence is CATSALPGQETTDTQYF. Result: 1 (the TCR binds to the epitope). (2) The epitope is RAKFKQLL. The TCR CDR3 sequence is CASRSSGGAYNEQFF. Result: 1 (the TCR binds to the epitope). (3) The epitope is MMISAGFSL. The TCR CDR3 sequence is CASSSSGGLAETQYF. Result: 1 (the TCR binds to the epitope). (4) The epitope is HLVDFQVTI. The TCR CDR3 sequence is CASSQNIGEQFF. Result: 1 (the TCR binds to the epitope). (5) Result: 0 (the TCR does not bind to the epitope). The TCR CDR3 sequence is CASSQDIVASSGTDTQYF. The epitope is ILHCANFNV. (6) The TCR CDR3 sequence is CASSDPGTANTGELFF. Result: 1 (the TCR binds to the epitope). The epitope is YEGNSPFHPL.